From a dataset of Forward reaction prediction with 1.9M reactions from USPTO patents (1976-2016). Predict the product of the given reaction. (1) Given the reactants F[C:2]1[C:7]([F:8])=[C:6]([C:9]2[CH:10]=[N:11][C:12]([NH2:30])=[C:13]([O:15][C@@H:16]([C:18]3[CH:23]=[C:22]([F:24])[CH:21]=[CH:20][C:19]=3[N:25]3[N:29]=[CH:28][CH:27]=[N:26]3)[CH3:17])[CH:14]=2)[CH:5]=[CH:4][N:3]=1.C(=O)([O-])[O-].[K+].[K+].Cl.[OH:38][CH:39]1[CH2:42][NH:41][CH2:40]1, predict the reaction product. The product is: [NH2:30][C:12]1[N:11]=[CH:10][C:9]([C:6]2[CH:5]=[CH:4][N:3]=[C:2]([N:41]3[CH2:42][CH:39]([OH:38])[CH2:40]3)[C:7]=2[F:8])=[CH:14][C:13]=1[O:15][C@@H:16]([C:18]1[CH:23]=[C:22]([F:24])[CH:21]=[CH:20][C:19]=1[N:25]1[N:26]=[CH:27][CH:28]=[N:29]1)[CH3:17]. (2) Given the reactants Cl.Cl.[Br:3][C:4]1[CH:5]=[CH:6][C:7]([C:10]2([NH2:13])[CH2:12][CH2:11]2)=[N:8][CH:9]=1.C(N(CC)CC)C.[CH3:21][S:22](Cl)(=[O:24])=[O:23], predict the reaction product. The product is: [Br:3][C:4]1[CH:5]=[CH:6][C:7]([C:10]2([NH:13][S:22]([CH3:21])(=[O:24])=[O:23])[CH2:11][CH2:12]2)=[N:8][CH:9]=1. (3) The product is: [NH2:16][C:14]1[CH:13]=[CH:12][C:3]([C:4]([NH:6][C@@H:7]([CH3:11])[C:8]([OH:10])=[O:9])=[O:5])=[C:2]([F:1])[CH:15]=1. Given the reactants [F:1][C:2]1[CH:15]=[C:14]([N+:16]([O-])=O)[CH:13]=[CH:12][C:3]=1[C:4]([NH:6][C@@H:7]([CH3:11])[C:8]([OH:10])=[O:9])=[O:5], predict the reaction product. (4) Given the reactants Br[C:2]1[C:3]([CH3:20])=[N:4][N:5]([CH2:14][CH:15]2[CH2:19][CH2:18][CH2:17][O:16]2)[C:6]=1[C:7]1[CH:12]=[CH:11][C:10]([F:13])=[CH:9][CH:8]=1.CC1(C)C(C)(C)OB([C:29]2[CH:30]=[CH:31][C:32]3[O:37][CH2:36][C:35](=[O:38])[NH:34][C:33]=3[CH:39]=2)O1.C(=O)([O-])[O-].[Cs+].[Cs+], predict the reaction product. The product is: [F:13][C:10]1[CH:11]=[CH:12][C:7]([C:6]2[N:5]([CH2:14][CH:15]3[CH2:19][CH2:18][CH2:17][O:16]3)[N:4]=[C:3]([CH3:20])[C:2]=2[C:29]2[CH:30]=[CH:31][C:32]3[O:37][CH2:36][C:35](=[O:38])[NH:34][C:33]=3[CH:39]=2)=[CH:8][CH:9]=1.